From a dataset of Catalyst prediction with 721,799 reactions and 888 catalyst types from USPTO. Predict which catalyst facilitates the given reaction. (1) Reactant: [N+:1]([C:4]1[N:8]=[CH:7][N:6]([C:9]2[CH:14]=[CH:13][CH:12]=[C:11]([C:15]([F:18])([F:17])[F:16])[CH:10]=2)[N:5]=1)([O-])=O. Product: [F:17][C:15]([F:16])([F:18])[C:11]1[CH:10]=[C:9]([N:6]2[CH:7]=[N:8][C:4]([NH2:1])=[N:5]2)[CH:14]=[CH:13][CH:12]=1. The catalyst class is: 19. (2) Reactant: [OH:1][C:2]1[CH:3]=[C:4]2[C:9](=[CH:10][C:11]=1[CH3:12])[O:8][C:7]1([CH2:21][C:20]([CH3:23])([CH3:22])[C:19]3[C:14](=[CH:15][C:16]([CH3:25])=[C:17]([OH:24])[CH:18]=3)[O:13]1)[CH2:6][C:5]2([CH3:27])[CH3:26].C(=O)([O-])[O-].[K+].[K+].Br[C:35]([CH3:42])([CH3:41])[C:36]([O:38][CH2:39][CH3:40])=[O:37].Cl. Product: [CH2:39]([O:38][C:36](=[O:37])[C:35]([O:24][C:17]1[CH:18]=[C:19]2[C:14](=[CH:15][C:16]=1[CH3:25])[O:13][C:7]1([CH2:6][C:5]([CH3:27])([CH3:26])[C:4]3[C:9](=[CH:10][C:11]([CH3:12])=[C:2]([OH:1])[CH:3]=3)[O:8]1)[CH2:21][C:20]2([CH3:22])[CH3:23])([CH3:42])[CH3:41])[CH3:40]. The catalyst class is: 3. (3) Reactant: Br[C:2]1[CH:3]=[CH:4][C:5]2[O:6][CH2:7][CH2:8][NH:9][C:10]=2[N:11]=1.[F:12][C:13]([F:24])([F:23])[C:14]1[CH:15]=[C:16](B(O)O)[CH:17]=[CH:18][CH:19]=1.B(O)O. Product: [F:12][C:13]([F:24])([F:23])[C:14]1[CH:19]=[C:18]([C:2]2[CH:3]=[CH:4][C:5]3[O:6][CH2:7][CH2:8][NH:9][C:10]=3[N:11]=2)[CH:17]=[CH:16][CH:15]=1. The catalyst class is: 38. (4) Product: [C:17]([O:7][CH2:6][C@H:5]1[O:8][C@@H:1]([N:9]2[CH2:16][NH:15][C:13]([NH2:14])=[N:12][C:10]2=[O:11])[CH2:2][C@@H:3]1[OH:4])(=[O:33])[CH2:18][CH2:19][CH2:20][CH2:21][CH2:22][CH2:23][CH2:24][CH2:25][CH2:26][CH2:27][CH2:28][CH2:29][CH2:30][CH2:31][CH3:32]. Reactant: [C@@H:1]1([N:9]2[CH2:16][NH:15][C:13]([NH2:14])=[N:12][C:10]2=[O:11])[O:8][C@H:5]([CH2:6][OH:7])[C@@H:3]([OH:4])[CH2:2]1.[C:17](O)(=[O:33])[CH2:18][CH2:19][CH2:20][CH2:21][CH2:22][CH2:23][CH2:24][CH2:25][CH2:26][CH2:27][CH2:28][CH2:29][CH2:30][CH2:31][CH3:32]. The catalyst class is: 5. (5) Reactant: II.[OH:3][PH2]=O.[Cl:6][C:7]1[CH:8]=[CH:9][C:10]2[N:11]([C:13]([C:16]([C:22]3[CH:23]=[C:24]4[C:29](=[CH:30][CH:31]=3)[N:28]=[CH:27][CH:26]=[CH:25]4)([OH:21])[C:17]([F:20])([F:19])[F:18])=[CH:14][N:15]=2)[N:12]=1. Product: [C:16]([OH:21])([C:17]([F:20])([F:19])[F:18])=[O:3].[Cl:6][C:7]1[CH:8]=[CH:9][C:10]2[N:11]([C:13]([CH:16]([C:22]3[CH:23]=[C:24]4[C:29](=[CH:30][CH:31]=3)[N:28]=[CH:27][CH:26]=[CH:25]4)[C:17]([F:18])([F:19])[F:20])=[CH:14][N:15]=2)[N:12]=1. The catalyst class is: 15.